From a dataset of Full USPTO retrosynthesis dataset with 1.9M reactions from patents (1976-2016). Predict the reactants needed to synthesize the given product. (1) Given the product [N:40]1([CH2:47][CH2:48][O:39][C:38]2[CH:37]=[CH:36][C:4]([CH2:5][N:7]([CH:33]([CH3:35])[CH3:34])[C:8]3[CH:13]=[C:12]([O:14][CH3:15])[CH:11]=[CH:10][C:9]=3[CH:16]3[CH2:17][CH2:18][C:23]4[CH:22]=[C:21]([OH:26])[CH:20]=[CH:19][C:24]=4[CH2:25]3)=[CH:3][C:2]=2[F:1])[CH2:46][CH2:45][CH2:44][CH2:43][CH2:42][CH2:41]1, predict the reactants needed to synthesize it. The reactants are: [F:1][C:2]1[CH:3]=[C:4]([CH:36]=[CH:37][C:38]=1[OH:39])[C:5]([N:7]([CH:33]([CH3:35])[CH3:34])[C:8]1[CH:13]=[C:12]([O:14][CH3:15])[CH:11]=[CH:10][C:9]=1[CH:16]1[CH2:25][CH2:24][C:23]2[CH:22]=[C:21]([O:26]C(=O)C(C)(C)C)[CH:20]=[CH:19][C:18]=2[CH2:17]1)=O.[N:40]1([C:47](=O)[CH2:48]Cl)[CH2:46][CH2:45][CH2:44][CH2:43][CH2:42][CH2:41]1. (2) Given the product [NH2:1][C:4]1[CH:9]=[CH:8][C:7]([CH2:10][C:11]([O:13][CH2:19][CH3:20])=[O:12])=[CH:6][CH:5]=1, predict the reactants needed to synthesize it. The reactants are: [N+:1]([C:4]1[CH:9]=[CH:8][C:7]([CH2:10][C:11]([OH:13])=[O:12])=[CH:6][CH:5]=1)([O-])=O.OS(O)(=O)=O.[CH2:19](O)[CH3:20]. (3) Given the product [C:26]1([O:25][CH2:24][CH2:23][CH2:1][C:2]2[C:6]3[CH:7]=[CH:8][CH:9]=[CH:10][C:5]=3[O:4][C:3]=2[C:11]([OH:13])=[O:12])[C:35]2[C:30](=[CH:31][CH:32]=[CH:33][CH:34]=2)[CH:29]=[CH:28][CH:27]=1, predict the reactants needed to synthesize it. The reactants are: [CH3:1][C:2]1[C:6]2[CH:7]=[CH:8][CH:9]=[CH:10][C:5]=2[O:4][C:3]=1[C:11]([OH:13])=[O:12].[Li+].CC([N-]C(C)C)C.Br[CH2:23][CH2:24][O:25][C:26]1[C:35]2[C:30](=[CH:31][CH:32]=[CH:33][CH:34]=2)[CH:29]=[CH:28][CH:27]=1. (4) Given the product [CH3:15][C:16]1[N:22]([CH:23]2[CH2:28][CH2:27][C:26](=[O:29])[NH:25][C:24]2=[O:30])[C:4](=[O:6])[C:3]2[C:2](=[CH:10][CH:9]=[C:8]([CH3:11])[CH:7]=2)[N:1]=1, predict the reactants needed to synthesize it. The reactants are: [NH2:1][C:2]1[CH:10]=[CH:9][C:8]([CH3:11])=[CH:7][C:3]=1[C:4]([OH:6])=O.N1[CH:16]=[CH:15]N=C1.C(Cl)(=O)C.Cl.[NH2:22][CH:23]1[CH2:28][CH2:27][C:26](=[O:29])[NH:25][C:24]1=[O:30].P(OC1C=CC=CC=1)(OC1C=CC=CC=1)OC1C=CC=CC=1. (5) Given the product [CH3:1][C:2]1[N:6]=[C:5]([NH:7][C:8]([N:30]2[CH2:31][CH2:32][N:27]([C:25]3[S:24][N:23]=[C:22]([C:16]4[CH:21]=[CH:20][CH:19]=[CH:18][CH:17]=4)[N:26]=3)[CH2:28][CH2:29]2)=[O:15])[S:4][N:3]=1, predict the reactants needed to synthesize it. The reactants are: [CH3:1][C:2]1[N:6]=[C:5]([NH:7][C:8](=[O:15])OCC(Cl)(Cl)Cl)[S:4][N:3]=1.[C:16]1([C:22]2[N:26]=[C:25]([N:27]3[CH2:32][CH2:31][NH:30][CH2:29][CH2:28]3)[S:24][N:23]=2)[CH:21]=[CH:20][CH:19]=[CH:18][CH:17]=1.C(N(C(C)C)CC)(C)C.O. (6) Given the product [CH3:12][O:15][C:16]1[CH:17]=[CH:5][C:4]([C:2]2[N:7]3[N:8]=[C:9]([NH2:11])[N:10]=[C:6]3[CH:5]=[CH:4][CH:3]=2)=[CH:3][CH:2]=1, predict the reactants needed to synthesize it. The reactants are: Br[C:2]1[N:7]2[N:8]=[C:9]([NH2:11])[N:10]=[C:6]2[CH:5]=[CH:4][CH:3]=1.[C:12]([O:15][CH2:16][CH3:17])(=O)C.